From a dataset of Oral bioavailability binary classification data from Ma et al.. Regression/Classification. Given a drug SMILES string, predict its absorption, distribution, metabolism, or excretion properties. Task type varies by dataset: regression for continuous measurements (e.g., permeability, clearance, half-life) or binary classification for categorical outcomes (e.g., BBB penetration, CYP inhibition). Dataset: bioavailability_ma. The drug is CC#CCC(C)[C@H](O)/C=C/[C@@H]1[C@H]2C/C(=C/CCCC(=O)O)C[C@H]2C[C@H]1O. The result is 0 (low bioavailability).